Dataset: Full USPTO retrosynthesis dataset with 1.9M reactions from patents (1976-2016). Task: Predict the reactants needed to synthesize the given product. Given the product [OH:2][CH2:1][CH2:3][NH:4][C:44](=[O:45])[C:43]1[CH:47]=[CH:48][C:40]([CH:39]=[N:38][NH:37][C:34]2[CH:35]=[CH:36][C:31]([C:30]3[O:26][CH:27]=[N:28][CH:29]=3)=[CH:32][CH:33]=2)=[CH:41][CH:42]=1, predict the reactants needed to synthesize it. The reactants are: [CH2:1]([CH2:3][NH2:4])[OH:2].CN(C1C=CC=CN=1)C.CCN=C=NCCCN(C)C.Cl.[O:26]1[C:30]([C:31]2[CH:36]=[CH:35][C:34]([NH:37][N:38]=[CH:39][C:40]3[CH:48]=[CH:47][C:43]([C:44](O)=[O:45])=[CH:42][CH:41]=3)=[CH:33][CH:32]=2)=[CH:29][N:28]=[CH:27]1.